This data is from Full USPTO retrosynthesis dataset with 1.9M reactions from patents (1976-2016). The task is: Predict the reactants needed to synthesize the given product. (1) Given the product [CH3:52][C:47]([C:38]([O:53][CH2:54][CH2:7][OH:10])=[O:37])=[CH2:48].[CH3:1][CH:2]([NH:14][CH3:15])[CH2:3][C:4]1[CH:9]=[CH:8][C:7]2[O:10][CH2:11][CH2:12][O:13][C:6]=2[CH:5]=1, predict the reactants needed to synthesize it. The reactants are: [CH3:1][CH:2]([NH:14][CH3:15])[CH2:3][C:4]1[CH:9]=[CH:8][C:7]2[O:10][CH2:11][CH2:12][O:13][C:6]=2[CH:5]=1.C1(O)CCCCC1.C(O)CCCCCCCCCCC.C[O:37][C:38]([O:53][CH3:54])([C:47]1[CH:52]=CC=C[CH:48]=1)C(C1C=CC=CC=1)=O. (2) Given the product [CH2:39]([O:41][C:42]([CH:44]1[CH2:49][CH2:48][N:47]([C:20]2[CH:19]=[CH:18][C:17]([C:15]([N:8]3[C:9]4[C:14](=[CH:13][CH:12]=[CH:11][CH:10]=4)[C@H:5]([N:4]([C:1](=[O:3])[CH3:2])[C:32]4[CH:37]=[CH:36][C:35]([Cl:38])=[CH:34][CH:33]=4)[CH2:6][C@@H:7]3[CH3:31])=[O:16])=[CH:22][CH:21]=2)[CH2:46][CH2:45]1)=[O:43])[CH3:40], predict the reactants needed to synthesize it. The reactants are: [C:1]([N:4]([C:32]1[CH:37]=[CH:36][C:35]([Cl:38])=[CH:34][CH:33]=1)[C@H:5]1[C:14]2[C:9](=[CH:10][CH:11]=[CH:12][CH:13]=2)[N:8]([C:15]([C:17]2[CH:22]=[CH:21][C:20](OS(C(F)(F)F)(=O)=O)=[CH:19][CH:18]=2)=[O:16])[C@@H:7]([CH3:31])[CH2:6]1)(=[O:3])[CH3:2].[CH2:39]([O:41][C:42]([CH:44]1[CH2:49][CH2:48][NH:47][CH2:46][CH2:45]1)=[O:43])[CH3:40].C([O-])([O-])=O.[Cs+].[Cs+].C1C=CC(P(C2C(C3C(P(C4C=CC=CC=4)C4C=CC=CC=4)=CC=C4C=3C=CC=C4)=C3C(C=CC=C3)=CC=2)C2C=CC=CC=2)=CC=1.C1OCCOCCOCCOCCOCCOC1. (3) Given the product [Cl:11][C:8]1[CH:9]=[CH:10][C:5]([C:3]2[N:17]=[C:15]([CH2:14][C:12]#[N:13])[S:16][CH:2]=2)=[CH:6][CH:7]=1, predict the reactants needed to synthesize it. The reactants are: Br[CH2:2][C:3]([C:5]1[CH:10]=[CH:9][C:8]([Cl:11])=[CH:7][CH:6]=1)=O.[C:12]([CH2:14][C:15]([NH2:17])=[S:16])#[N:13].